This data is from Reaction yield outcomes from USPTO patents with 853,638 reactions. The task is: Predict the reaction yield, written as a fraction of the theoretical maximum amount of product (1.0 means a 100% yield; for example, 0.34 means a 34% yield). (1) The reactants are Cl[C:2]1[CH:9]=[N:8][CH:7]=[CH:6][C:3]=1[C:4]#[N:5].[NH:10]1[CH2:15][CH2:14][NH:13][CH2:12][CH2:11]1.C(#N)C. The catalyst is C(OCC)(=O)C. The product is [N:10]1([C:2]2[CH:9]=[N:8][CH:7]=[CH:6][C:3]=2[C:4]#[N:5])[CH2:15][CH2:14][NH:13][CH2:12][CH2:11]1. The yield is 0.920. (2) The reactants are [C:1]1([C:7]2[C:12]([OH:13])=[CH:11][CH:10]=[CH:9][N:8]=2)[CH:6]=[CH:5][CH:4]=[CH:3][CH:2]=1.C([O-])([O-])=O.[Na+].[Na+].[I:20]I.S([O-])([O-])(=O)=S.[Na+].[Na+]. The catalyst is C1COCC1.O. The product is [I:20][C:9]1[N:8]=[C:7]([C:1]2[CH:2]=[CH:3][CH:4]=[CH:5][CH:6]=2)[C:12]([OH:13])=[CH:11][CH:10]=1. The yield is 0.310. (3) The product is [Cl:1][C:2]1[CH:7]=[CH:6][N:5]=[C:4]2[CH:8]=[C:9]([C:11]([N:18]3[CH2:19][CH2:20][C@@H:16]([OH:15])[CH2:17]3)=[O:13])[S:10][C:3]=12. The yield is 0.360. No catalyst specified. The reactants are [Cl:1][C:2]1[CH:7]=[CH:6][N:5]=[C:4]2[CH:8]=[C:9]([C:11]([O-:13])=O)[S:10][C:3]=12.[Li+].[OH:15][C@@H:16]1[CH2:20][CH2:19][NH:18][CH2:17]1. (4) The reactants are [Cl-].CC1C=C(C)C=C(C)C=1[N+]1C=CN(C2C(C)=CC(C)=CC=2C)C=1.CC(C)([O-])C.[K+].CO[C:33](=[O:50])[C:34]1[CH:39]=[CH:38][C:37]([CH2:40][N:41]2[CH2:46][CH2:45][CH2:44][N:43]3[CH2:47][CH2:48][CH2:49][CH:42]23)=[CH:36][CH:35]=1.[CH2:51]([CH2:53][NH2:54])[OH:52]. The catalyst is O1CCCC1. The product is [N:41]1([CH2:40][C:37]2[CH:36]=[CH:35][C:34]([C:33]([NH:54][CH2:53][CH2:51][OH:52])=[O:50])=[CH:39][CH:38]=2)[CH2:46][CH2:45][CH2:44][N:43]2[CH2:47][CH2:48][CH2:49][CH:42]12. The yield is 0.520. (5) The reactants are [Cl-].O[NH3+:3].[C:4](=[O:7])([O-])[OH:5].[Na+].CS(C)=O.[CH2:13]([C:17]1[N:18]=[C:19]([CH3:48])[N:20]([CH2:39][C:40]2[CH:45]=[CH:44][C:43]([O:46][CH3:47])=[CH:42][CH:41]=2)[C:21](=[O:38])[C:22]=1[CH2:23][C:24]1[CH:29]=[CH:28][C:27]([C:30]2[C:31]([C:36]#[N:37])=[CH:32][CH:33]=[CH:34][CH:35]=2)=[CH:26][CH:25]=1)[CH2:14][CH2:15][CH3:16]. The catalyst is C(OCC)(=O)C. The product is [CH2:13]([C:17]1[N:18]=[C:19]([CH3:48])[N:20]([CH2:39][C:40]2[CH:45]=[CH:44][C:43]([O:46][CH3:47])=[CH:42][CH:41]=2)[C:21](=[O:38])[C:22]=1[CH2:23][C:24]1[CH:25]=[CH:26][C:27]([C:30]2[CH:35]=[CH:34][CH:33]=[CH:32][C:31]=2[C:36]2[NH:3][C:4](=[O:7])[O:5][N:37]=2)=[CH:28][CH:29]=1)[CH2:14][CH2:15][CH3:16]. The yield is 0.540. (6) The product is [CH3:15][C@@H:16]1[CH2:21][C:20]([N:4]2[CH2:5][CH2:6][O:1][CH2:2][CH2:3]2)([C:32]#[N:33])[CH2:19][C@H:18]([CH3:23])[O:17]1. The reactants are [O:1]1[CH2:6][CH2:5][N:4](C2(C#N)CCOCC2)[CH2:3][CH2:2]1.[CH3:15][C@@H:16]1[CH2:21][C:20](=O)[CH2:19][C@H:18]([CH3:23])[O:17]1.[O-]S([O-])(=O)=O.[Mg+2].CC(C)(O)[C:32]#[N:33].N1CCOCC1. The catalyst is CC(N(C)C)=O. The yield is 0.810. (7) The reactants are [Br:1][C:2]1[N:7]=[C:6]([CH2:8]O)[CH:5]=[CH:4][CH:3]=1.C1(P(C2C=CC=CC=2)C2C=CC=CC=2)C=CC=CC=1.[C:29]1(=[O:39])[NH:33][C:32](=[O:34])[C:31]2=[CH:35][CH:36]=[CH:37][CH:38]=[C:30]12.CCOC(/N=N/C(OCC)=O)=O. The catalyst is C1COCC1. The product is [Br:1][C:2]1[N:7]=[C:6]([CH2:8][N:33]2[C:29](=[O:39])[C:30]3[C:31](=[CH:35][CH:36]=[CH:37][CH:38]=3)[C:32]2=[O:34])[CH:5]=[CH:4][CH:3]=1. The yield is 0.660. (8) The reactants are [Mg].Br[CH2:3][CH:4]1[CH2:6][CH2:5]1.[Br:7][C:8]1[CH:9]=[C:10]([CH:17]=[CH:18][CH:19]=1)[C:11](N(OC)C)=[O:12]. The catalyst is C1COCC1. The product is [Br:7][C:8]1[CH:9]=[C:10]([C:11](=[O:12])[CH2:6][CH2:5][CH:4]=[CH2:3])[CH:17]=[CH:18][CH:19]=1. The yield is 0.540. (9) The reactants are [Cl:1][C:2]1[N:3]=[C:4](Cl)[C:5]2[CH2:10][N:9]([CH:11]([CH3:13])[CH3:12])[C:8](=[O:14])[C:6]=2[N:7]=1.Cl.[CH3:17][C:18]([NH2:28])([CH3:27])[CH2:19][C:20]1[CH:25]=[CH:24][C:23]([CH3:26])=[CH:22][CH:21]=1.CCN(C(C)C)C(C)C. The catalyst is C(Cl)Cl. The product is [Cl:1][C:2]1[N:3]=[C:4]([NH:28][C:18]([CH3:27])([CH3:17])[CH2:19][C:20]2[CH:25]=[CH:24][C:23]([CH3:26])=[CH:22][CH:21]=2)[C:5]2[CH2:10][N:9]([CH:11]([CH3:13])[CH3:12])[C:8](=[O:14])[C:6]=2[N:7]=1. The yield is 0.110.